Regression. Given two drug SMILES strings and cell line genomic features, predict the synergy score measuring deviation from expected non-interaction effect. From a dataset of NCI-60 drug combinations with 297,098 pairs across 59 cell lines. Drug 1: CC1=C(C=C(C=C1)NC2=NC=CC(=N2)N(C)C3=CC4=NN(C(=C4C=C3)C)C)S(=O)(=O)N.Cl. Drug 2: C1=CN(C=N1)CC(O)(P(=O)(O)O)P(=O)(O)O. Cell line: NCI/ADR-RES. Synergy scores: CSS=3.91, Synergy_ZIP=-0.214, Synergy_Bliss=4.33, Synergy_Loewe=2.05, Synergy_HSA=2.66.